From a dataset of Full USPTO retrosynthesis dataset with 1.9M reactions from patents (1976-2016). Predict the reactants needed to synthesize the given product. (1) Given the product [I:15][C:14]1[C:9]([NH:8][C@H:6]2[C@@H:5]3[O:20][C:24]([CH3:26])([CH3:25])[O:21][C@@H:4]3[C@@H:3]([CH2:2][OH:1])[CH2:7]2)=[N:10][C:11]([S:18][CH3:19])=[N:12][C:13]=1[O:16][CH3:17], predict the reactants needed to synthesize it. The reactants are: [OH:1][CH2:2][C@H:3]1[CH2:7][C@@H:6]([NH:8][C:9]2[C:14]([I:15])=[C:13]([O:16][CH3:17])[N:12]=[C:11]([S:18][CH3:19])[N:10]=2)[C@H:5]([OH:20])[C@@H:4]1[OH:21].CO[C:24](OC)([CH3:26])[CH3:25].CCN(CC)CC. (2) Given the product [Cl:1][C:2]1[CH:3]=[C:4]([O:8][CH:10]([CH3:12])[CH3:11])[N:5]=[N:6][CH:7]=1, predict the reactants needed to synthesize it. The reactants are: [Cl:1][C:2]1[CH:7]=[N:6][NH:5][C:4](=[O:8])[CH:3]=1.Br[CH:10]([CH3:12])[CH3:11]. (3) The reactants are: [Cl:1][C:2]1[CH:3]=[N:4][C:5]2[N:6]([N:8]=[C:9]([C:11]([OH:13])=O)[CH:10]=2)[CH:7]=1.[CH3:14][CH:15]1[CH2:20][C:19]([C:21]2[CH:26]=[CH:25][C:24]([C:27]([F:30])([F:29])[F:28])=[CH:23][CH:22]=2)=[CH:18][CH2:17][NH:16]1. Given the product [Cl:1][C:2]1[CH:3]=[N:4][C:5]2[N:6]([N:8]=[C:9]([C:11]([N:16]3[CH2:17][CH:18]=[C:19]([C:21]4[CH:26]=[CH:25][C:24]([C:27]([F:28])([F:29])[F:30])=[CH:23][CH:22]=4)[CH2:20][CH:15]3[CH3:14])=[O:13])[CH:10]=2)[CH:7]=1, predict the reactants needed to synthesize it. (4) Given the product [NH2:45][C:43]([C@@H:38]([NH:37][C:25]([N:7]1[C:8]2[CH:13]=[CH:12][CH:11]=[CH:10][C:9]=2[N:5]([CH2:4][CH2:3][C:2]([OH:1])([CH3:16])[CH3:15])[C:6]1=[O:14])=[O:26])[C:39]([CH3:42])([CH3:41])[CH3:40])=[O:44], predict the reactants needed to synthesize it. The reactants are: [OH:1][C:2]([CH3:16])([CH3:15])[CH2:3][CH2:4][N:5]1[C:9]2[CH:10]=[CH:11][CH:12]=[CH:13][C:8]=2[NH:7][C:6]1=[O:14].C(N(CC)CC)C.Cl[C:25](OC1C=CC([N+]([O-])=O)=CC=1)=[O:26].[NH2:37][C@H:38]([C:43]([NH2:45])=[O:44])[C:39]([CH3:42])([CH3:41])[CH3:40].